From a dataset of Full USPTO retrosynthesis dataset with 1.9M reactions from patents (1976-2016). Predict the reactants needed to synthesize the given product. (1) Given the product [CH3:1][O:2][C:3]1[CH:4]=[C:5]2[C:8](=[CH:9][C:10]=1[O:11][CH3:12])[C@@H:7]([CH2:13][N:14]([CH3:20])[CH2:15][CH2:18][OH:19])[CH2:6]2, predict the reactants needed to synthesize it. The reactants are: [CH3:1][O:2][C:3]1[CH:4]=[C:5]2[C:8](=[CH:9][C:10]=1[O:11][CH3:12])[C@@H:7]([CH2:13][NH:14][CH3:15])[CH2:6]2.BrC[CH2:18][OH:19].[C:20](=O)([O-])[O-].[K+].[K+]. (2) Given the product [CH3:20][CH:18]([CH3:19])[CH2:17][CH2:16][CH2:15][CH:14]([C:11]1[CH:12]=[CH:13][C:8]([C:7]([NH:6][CH2:5][CH2:4][C:3]([OH:2])=[O:30])=[O:29])=[CH:9][CH:10]=1)[O:21][C:22]1[CH:23]=[N:24][C:25]([C:36]2[CH:37]=[CH:38][C:33]([C:32]([F:43])([F:42])[F:31])=[CH:34][CH:35]=2)=[CH:26][CH:27]=1, predict the reactants needed to synthesize it. The reactants are: C[O:2][C:3](=[O:30])[CH2:4][CH2:5][NH:6][C:7](=[O:29])[C:8]1[CH:13]=[CH:12][C:11]([CH:14]([O:21][C:22]2[CH:23]=[N:24][C:25](Cl)=[CH:26][CH:27]=2)[CH2:15][CH2:16][CH2:17][CH:18]([CH3:20])[CH3:19])=[CH:10][CH:9]=1.[F:31][C:32]([F:43])([F:42])[C:33]1[CH:38]=[CH:37][C:36](B(O)O)=[CH:35][CH:34]=1. (3) Given the product [OH:45][C:37]1[C:36]([F:35])=[CH:43][C:42]([F:44])=[CH:41][C:38]=1[CH2:39][NH:3][CH2:4][CH2:5][CH2:6][CH2:7][CH2:8][CH2:9][CH2:10][CH2:11][CH2:12][N:13]1[CH2:18][CH2:17][CH:16]([O:19][C:20](=[O:34])[NH:21][C:22]2[CH:27]=[CH:26][CH:25]=[CH:24][C:23]=2[C:28]2[CH:33]=[CH:32][CH:31]=[CH:30][CH:29]=2)[CH2:15][CH2:14]1, predict the reactants needed to synthesize it. The reactants are: Cl.Cl.[NH2:3][CH2:4][CH2:5][CH2:6][CH2:7][CH2:8][CH2:9][CH2:10][CH2:11][CH2:12][N:13]1[CH2:18][CH2:17][CH:16]([O:19][C:20](=[O:34])[NH:21][C:22]2[CH:27]=[CH:26][CH:25]=[CH:24][C:23]=2[C:28]2[CH:33]=[CH:32][CH:31]=[CH:30][CH:29]=2)[CH2:15][CH2:14]1.[F:35][C:36]1[CH:43]=[C:42]([F:44])[CH:41]=[C:38]([CH:39]=O)[C:37]=1[OH:45]. (4) Given the product [Br:1][C:2]1[CH:7]=[CH:6][C:5]([O:8][C:15]2[N:14]([CH2:13][CH:12]([F:11])[F:27])[C:18]3=[N:19][CH:20]=[CH:21][CH:22]=[C:17]3[N:16]=2)=[CH:4][CH:3]=1, predict the reactants needed to synthesize it. The reactants are: [Br:1][C:2]1[CH:7]=[CH:6][C:5]([OH:8])=[CH:4][CH:3]=1.[H-].[Na+].[F:11][CH:12]([F:27])[CH2:13][N:14]1[C:18]2=[N:19][CH:20]=[CH:21][CH:22]=[C:17]2[N:16]=[C:15]1S(C)(=O)=O.O. (5) Given the product [CH2:30]([S:32]([NH:10][CH2:11][C@H:12]1[CH2:17][CH2:16][C@H:15]([NH:18][C:19]2[S:20][CH:21]=[C:22]([C:24]3[CH:29]=[CH:28][CH:27]=[CH:26][N:25]=3)[N:23]=2)[CH2:14][CH2:13]1)(=[O:34])=[O:33])[CH3:31], predict the reactants needed to synthesize it. The reactants are: C(N(C(C)C)CC)(C)C.[NH2:10][CH2:11][C@H:12]1[CH2:17][CH2:16][C@H:15]([NH:18][C:19]2[S:20][CH:21]=[C:22]([C:24]3[CH:29]=[CH:28][CH:27]=[CH:26][N:25]=3)[N:23]=2)[CH2:14][CH2:13]1.[CH2:30]([S:32](Cl)(=[O:34])=[O:33])[CH3:31].C([O-])(O)=O.[Na+].